From a dataset of Forward reaction prediction with 1.9M reactions from USPTO patents (1976-2016). Predict the product of the given reaction. (1) Given the reactants S(S([O-])=O)([O-])=O.[Na+].[Na+].[Cl:9][CH2:10][CH2:11][CH2:12][CH2:13][CH2:14][CH2:15][NH:16][C:17]1[C:22]([N+:23]([O-])=O)=[C:21]([O:26][C:27]2[CH:32]=[CH:31][CH:30]=[CH:29][CH:28]=2)[N:20]=[C:19]([CH3:33])[C:18]=1[CH3:34].C(O)C.O1CCCC1, predict the reaction product. The product is: [Cl:9][CH2:10][CH2:11][CH2:12][CH2:13][CH2:14][CH2:15][NH:16][C:17]1[C:18]([CH3:34])=[C:19]([CH3:33])[N:20]=[C:21]([O:26][C:27]2[CH:28]=[CH:29][CH:30]=[CH:31][CH:32]=2)[C:22]=1[NH2:23]. (2) Given the reactants [Cl:1][C:2]1[N:3]=[CH:4][C:5]([NH2:8])=[N:6][CH:7]=1.[C:9](N1C=CC=CC1=O)(N1C=CC=CC1=O)=[S:10], predict the reaction product. The product is: [Cl:1][C:2]1[CH:7]=[N:6][C:5]([N:8]=[C:9]=[S:10])=[CH:4][N:3]=1. (3) Given the reactants [Cl:1][C:2]1[C:3]([C:15]2[CH:20]=[C:19]([S:21]([CH3:23])=O)[N:18]=[C:17]([NH2:24])[N:16]=2)=[C:4]2[CH:13]=[CH:12][CH:11]=[C:10]3[C:5]2=[C:6]([CH:14]=1)[CH2:7][O:8][CH2:9]3.SC[C:27]([OH:29])=O.C([N:33](CC)C(C)C)(C)C.[Cl-].[NH4+].O.ON1C2C=CC=CC=2N=N1.Cl.C(N=C=NCCCN(C)C)C, predict the reaction product. The product is: [NH2:24][C:17]1[N:18]=[C:19]([S:21][CH2:23][C:27]([NH2:33])=[O:29])[CH:20]=[C:15]([C:3]2[C:2]([Cl:1])=[CH:14][C:6]3[CH2:7][O:8][CH2:9][C:10]4[C:5]=3[C:4]=2[CH:13]=[CH:12][CH:11]=4)[N:16]=1.